From a dataset of Full USPTO retrosynthesis dataset with 1.9M reactions from patents (1976-2016). Predict the reactants needed to synthesize the given product. (1) Given the product [CH3:5][C:6]1[CH:11]=[C:10]([N+:12]([O-:14])=[O:13])[CH:9]=[CH:8][C:7]=1[N:15]=[C:16]1[N:4]([CH:11]2[CH2:10][CH2:9][CH2:8][CH:7]=[CH:6]2)[CH2:3][CH2:2][S:17]1, predict the reactants needed to synthesize it. The reactants are: Cl[CH2:2][CH2:3][NH2:4].[CH3:5][C:6]1[CH:11]=[C:10]([N+:12]([O-:14])=[O:13])[CH:9]=[CH:8][C:7]=1[N:15]=[C:16]=[S:17]. (2) Given the product [Cl:8][C:6]1[N:7]=[C:2]([NH:28][C@H:26]([C:23]2[N:24]=[CH:25][C:20]([F:19])=[CH:21][N:22]=2)[CH3:27])[N:3]=[C:4]([NH:9][C:10]2[N:11]=[CH:12][N:13]([CH2:15][O:16][CH3:17])[CH:14]=2)[N:5]=1, predict the reactants needed to synthesize it. The reactants are: Cl[C:2]1[N:7]=[C:6]([Cl:8])[N:5]=[C:4]([NH:9][C:10]2[N:11]=[CH:12][N:13]([CH2:15][O:16][CH3:17])[CH:14]=2)[N:3]=1.Cl.[F:19][C:20]1[CH:21]=[N:22][C:23]([C@@H:26]([NH2:28])[CH3:27])=[N:24][CH:25]=1.